Dataset: Reaction yield outcomes from USPTO patents with 853,638 reactions. Task: Predict the reaction yield, written as a fraction of the theoretical maximum amount of product (1.0 means a 100% yield; for example, 0.34 means a 34% yield). (1) The reactants are [Cl:1][C:2]1[CH:3]=[N:4][C:5]2[NH:6][C:7]3[CH:8]=[CH:9][CH:10]=[C:11]([CH:23]=3)[CH2:12][NH:13][C:14]3[CH:22]=[C:18]([NH:19][C:20]=1[N:21]=2)[CH:17]=[CH:16][CH:15]=3.C(N(CC)CC)C.[C:31](Cl)(=[O:38])[C:32]1[CH:37]=[CH:36][CH:35]=[CH:34][CH:33]=1. The catalyst is CN(C)C=O. The product is [C:31]([N:13]1[CH2:12][C:11]2[CH:23]=[C:7]([CH:8]=[CH:9][CH:10]=2)[NH:6][C:5]2=[N:21][C:20](=[C:2]([Cl:1])[CH:3]=[N:4]2)[NH:19][C:18]2=[CH:22][C:14]1=[CH:15][CH:16]=[CH:17]2)(=[O:38])[C:32]1[CH:37]=[CH:36][CH:35]=[CH:34][CH:33]=1. The yield is 0.420. (2) The reactants are C([O:8][CH2:9][C@H:10]([O:34][C:35](=[O:55])[CH2:36][CH2:37][CH2:38][CH2:39][CH2:40][CH2:41][CH2:42][CH:43]1[CH2:45][CH:44]1[CH2:46][CH:47]1[CH2:49][CH:48]1[CH2:50][CH2:51][CH2:52][CH2:53][CH3:54])[CH2:11][O:12][C:13](=[O:33])[CH2:14][CH2:15][CH2:16][CH2:17][CH2:18][CH2:19][CH2:20][CH:21]1[CH2:23][CH:22]1[CH2:24][CH:25]1[CH2:27][CH:26]1[CH2:28][CH2:29][CH2:30][CH2:31][CH3:32])C1C=CC=CC=1. The catalyst is C(O)C.[Pd]. The product is [CH2:28]([CH:26]1[CH2:27][CH:25]1[CH2:24][CH:22]1[CH2:23][CH:21]1[CH2:20][CH2:19][CH2:18][CH2:17][CH2:16][CH2:15][CH2:14][C:13]([O:12][CH2:11][C@H:10]([CH2:9][OH:8])[O:34][C:35](=[O:55])[CH2:36][CH2:37][CH2:38][CH2:39][CH2:40][CH2:41][CH2:42][CH:43]1[CH2:45][CH:44]1[CH2:46][CH:47]1[CH2:49][CH:48]1[CH2:50][CH2:51][CH2:52][CH2:53][CH3:54])=[O:33])[CH2:29][CH2:30][CH2:31][CH3:32]. The yield is 1.00. (3) The reactants are [Br:1][C:2]1[CH:3]=[N:4][CH:5]=[C:6]([CH:9]=1)[CH:7]=O.Cl.[CH3:11][NH:12][CH3:13].[BH-](OC(C)=O)(OC(C)=O)OC(C)=O.[Na+]. The catalyst is ClCCCl.C(Cl)Cl.C([O-])(O)=O.[Na+]. The product is [Br:1][C:2]1[CH:9]=[C:6]([CH2:7][N:12]([CH3:13])[CH3:11])[CH:5]=[N:4][CH:3]=1. The yield is 0.926. (4) The reactants are [CH3:1][O:2][C:3]1[CH:4]=[C:5]2[C:10](=[CH:11][C:12]=1[O:13][CH3:14])[N:9]=[CH:8][CH:7]=[C:6]2[O:15][C:16]1[CH:22]=[CH:21][C:19]([NH2:20])=[C:18]([CH3:23])[C:17]=1[CH3:24].C1(C)C=CC=CC=1.[CH2:32]([N:34]([CH2:37]C)[CH2:35]C)[CH3:33].ClC(Cl)([O:42][C:43](=O)[O:44]C(Cl)(Cl)Cl)Cl.CN(C)CCO. The catalyst is C(Cl)Cl. The product is [CH3:1][O:2][C:3]1[CH:4]=[C:5]2[C:10](=[CH:11][C:12]=1[O:13][CH3:14])[N:9]=[CH:8][CH:7]=[C:6]2[O:15][C:16]1[CH:22]=[CH:21][C:19]([NH:20][C:43](=[O:42])[O:44][CH2:33][CH2:32][N:34]([CH3:37])[CH3:35])=[C:18]([CH3:23])[C:17]=1[CH3:24]. The yield is 0.350. (5) The reactants are [Br:1]Br.[F:3][C:4]([F:22])([F:21])[O:5][C:6]1[CH:11]=[CH:10][CH:9]=[CH:8][C:7]=1[C:12]1[CH:17]=[CH:16][CH:15]=[C:14]([C:18](=[O:20])[CH3:19])[CH:13]=1. The catalyst is CO.Br. The product is [Br:1][CH2:19][C:18]([C:14]1[CH:13]=[C:12]([C:7]2[CH:8]=[CH:9][CH:10]=[CH:11][C:6]=2[O:5][C:4]([F:21])([F:22])[F:3])[CH:17]=[CH:16][CH:15]=1)=[O:20]. The yield is 0.750. (6) The reactants are Br[C:2]1[CH:3]=[N:4][N:5]([C:7]([C:20]2[CH:25]=[CH:24][CH:23]=[CH:22][CH:21]=2)([C:14]2[CH:19]=[CH:18][CH:17]=[CH:16][CH:15]=2)[C:8]2[CH:13]=[CH:12][CH:11]=[CH:10][CH:9]=2)[CH:6]=1.[CH3:26][N:27]1[CH2:32][CH2:31][NH:30][CH2:29][CH2:28]1.CC(C)([O-])C.[Na+].CC(C1C=C(C(C)C)C(C2C=CC=CC=2P(C2CCCCC2)C2CCCCC2)=C(C(C)C)C=1)C. The catalyst is C1C=CC(/C=C/C(/C=C/C2C=CC=CC=2)=O)=CC=1.C1C=CC(/C=C/C(/C=C/C2C=CC=CC=2)=O)=CC=1.C1C=CC(/C=C/C(/C=C/C2C=CC=CC=2)=O)=CC=1.C(Cl)(Cl)Cl.[Pd].[Pd].C1(C)C=CC=CC=1. The product is [CH3:26][N:27]1[CH2:32][CH2:31][N:30]([C:2]2[CH:3]=[N:4][N:5]([C:7]([C:20]3[CH:25]=[CH:24][CH:23]=[CH:22][CH:21]=3)([C:14]3[CH:19]=[CH:18][CH:17]=[CH:16][CH:15]=3)[C:8]3[CH:13]=[CH:12][CH:11]=[CH:10][CH:9]=3)[CH:6]=2)[CH2:29][CH2:28]1. The yield is 0.190. (7) The reactants are [H-].[Na+].[N:3]1([CH2:8][CH2:9][O:10][CH2:11][C:12]2[CH:17]=[CH:16][C:15]([OH:18])=[CH:14][CH:13]=2)[CH:7]=[CH:6][N:5]=[N:4]1.[Cl:19][C:20]1[CH:25]=[CH:24][C:23]([CH:26]=[CH:27][C:28]2[O:29][CH:30]=[C:31]([CH2:33]Cl)[N:32]=2)=[CH:22][CH:21]=1. The catalyst is CN(C)C=O. The product is [Cl:19][C:20]1[CH:25]=[CH:24][C:23](/[CH:26]=[CH:27]/[C:28]2[O:29][CH:30]=[C:31]([CH2:33][O:18][C:15]3[CH:14]=[CH:13][C:12]([CH2:11][O:10][CH2:9][CH2:8][N:3]4[CH:7]=[CH:6][N:5]=[N:4]4)=[CH:17][CH:16]=3)[N:32]=2)=[CH:22][CH:21]=1. The yield is 0.780.